Dataset: Catalyst prediction with 721,799 reactions and 888 catalyst types from USPTO. Task: Predict which catalyst facilitates the given reaction. (1) Reactant: [NH2:1][C:2]1[CH:7]=[CH:6][CH:5]=[CH:4][C:3]=1[S:8]([NH2:11])(=[O:10])=[O:9].[I:12]N1C(=O)CCC1=O. Product: [NH2:1][C:2]1[CH:7]=[CH:6][C:5]([I:12])=[CH:4][C:3]=1[S:8]([NH2:11])(=[O:9])=[O:10]. The catalyst class is: 22. (2) Reactant: [F:1][C:2]1[C:14]([F:15])=[CH:13][C:12]([CH2:16][C:17]([CH3:19])=[CH2:18])=[C:11]([OH:20])[C:3]=1[C:4]([O:6]CC(C)=C)=[O:5]. Product: [F:15][C:14]1[C:2]([F:1])=[C:3]([C:4]([OH:6])=[O:5])[C:11]2[O:20][C:17]([CH3:19])([CH3:18])[CH2:16][C:12]=2[CH:13]=1. The catalyst class is: 106. (3) Reactant: [CH2:1]([C:3]([C:13]1[CH:18]=[CH:17][C:16]([OH:19])=[C:15]([CH3:20])[CH:14]=1)([C:6]1[CH:7]=[C:8]([CH3:12])[CH:9]=[CH:10][CH:11]=1)[CH2:4][CH3:5])[CH3:2].[O:21](S(C(F)(F)F)(=O)=O)[S:22]([C:25]([F:28])([F:27])[F:26])(=O)=[O:23].CCN(CC)CC.C([O-])(O)=O.[Na+]. Product: [CH2:1]([C:3]([C:13]1[CH:18]=[CH:17][C:16]([O:19][S:22]([C:25]([F:28])([F:27])[F:26])(=[O:23])=[O:21])=[C:15]([CH3:20])[CH:14]=1)([C:6]1[CH:7]=[C:8]([CH3:12])[CH:9]=[CH:10][CH:11]=1)[CH2:4][CH3:5])[CH3:2]. The catalyst class is: 2. (4) Reactant: [Cl:1][C:2]1[N:3]=[CH:4][C:5]([OH:8])=[N:6][CH:7]=1.[C:9]([O-])([O-])=O.[K+].[K+].CI. Product: [Cl:1][C:2]1[N:3]=[CH:4][C:5](=[O:8])[N:6]([CH3:9])[CH:7]=1. The catalyst class is: 3. (5) Reactant: C(OC(=O)[NH:7][C@H:8]1[CH2:13][C@@H:12]([C:14]2[CH:19]=[CH:18][CH:17]=[CH:16][CH:15]=2)[C@@H:11]([CH3:20])[N:10]([CH2:21][CH2:22][C:23]([F:26])([F:25])[F:24])[C:9]1=[O:27])(C)(C)C. Product: [NH2:7][C@H:8]1[CH2:13][C@@H:12]([C:14]2[CH:19]=[CH:18][CH:17]=[CH:16][CH:15]=2)[C@@H:11]([CH3:20])[N:10]([CH2:21][CH2:22][C:23]([F:24])([F:25])[F:26])[C:9]1=[O:27]. The catalyst class is: 13. (6) Reactant: S(Cl)([Cl:3])=O.[C:5]1([C@H:11]([NH:13][C:14]2[C:15]3[CH:22]=[C:21]([C:23]4[CH:28]=[CH:27][C:26]([CH2:29]O)=[CH:25][CH:24]=4)[NH:20][C:16]=3[N:17]=[CH:18][N:19]=2)[CH3:12])[CH:10]=[CH:9][CH:8]=[CH:7][CH:6]=1. Product: [Cl:3][CH2:29][C:26]1[CH:25]=[CH:24][C:23]([C:21]2[NH:20][C:16]3[N:17]=[CH:18][N:19]=[C:14]([NH:13][C@@H:11]([C:5]4[CH:6]=[CH:7][CH:8]=[CH:9][CH:10]=4)[CH3:12])[C:15]=3[CH:22]=2)=[CH:28][CH:27]=1. The catalyst class is: 11. (7) Reactant: Cl[C:2]1[C:7]([CH:8]([CH2:13][CH2:14][CH3:15])[C:9]([O:11][CH3:12])=[O:10])=[C:6]([CH3:16])[N:5]=[C:4]([N:17]2[CH2:22][CH2:21][CH2:20][CH2:19][CH2:18]2)[N:3]=1.C(N(CC)C(C)C)(C)C.[CH2:32]1[C:42]2=[C:43]3[C:38](=[CH:39][CH:40]=[CH:41]2)[C:37](B2OC(C)(C)C(C)(C)O2)=[CH:36][CH:35]=[C:34]3[CH2:33]1. Product: [CH2:33]1[C:34]2=[C:43]3[C:38](=[CH:37][CH:36]=[CH:35]2)[C:39]([C:2]2[C:7]([CH:8]([CH2:13][CH2:14][CH3:15])[C:9]([O:11][CH3:12])=[O:10])=[C:6]([CH3:16])[N:5]=[C:4]([N:17]4[CH2:22][CH2:21][CH2:20][CH2:19][CH2:18]4)[N:3]=2)=[CH:40][CH:41]=[C:42]3[CH2:32]1. The catalyst class is: 659. (8) Reactant: P(Cl)(Cl)(Cl)(Cl)[Cl:2].[C:7]1([C:13]2[C:22]3[C:17](=[CH:18][CH:19]=[CH:20][CH:21]=3)[NH:16][C:15](=O)[N:14]=2)[CH:12]=[CH:11][CH:10]=[CH:9][CH:8]=1. Product: [Cl:2][C:15]1[N:14]=[C:13]([C:7]2[CH:12]=[CH:11][CH:10]=[CH:9][CH:8]=2)[C:22]2[C:17](=[CH:18][CH:19]=[CH:20][CH:21]=2)[N:16]=1. The catalyst class is: 286.